Dataset: Peptide-MHC class I binding affinity with 185,985 pairs from IEDB/IMGT. Task: Regression. Given a peptide amino acid sequence and an MHC pseudo amino acid sequence, predict their binding affinity value. This is MHC class I binding data. The peptide sequence is VVVQIDPEY. The MHC is HLA-A03:01 with pseudo-sequence HLA-A03:01. The binding affinity (normalized) is 0.543.